Dataset: Experimentally validated miRNA-target interactions with 360,000+ pairs, plus equal number of negative samples. Task: Binary Classification. Given a miRNA mature sequence and a target amino acid sequence, predict their likelihood of interaction. (1) The miRNA is hsa-miR-7851-3p with sequence UACCUGGGAGACUGAGGUUGGA. The protein sequence of the target gene is MRYLPWLLLWAFLQVWGQSEAQQKNYTFRCLQMSSFANRSWSRTDSVVWLGDLQTHRWSNDSATISFTKPWSQGKLSNQQWEKLQHMFQVYRVSFTRDIQELVKMMSPKEDYPIEIQLSAGCEMYPGNASESFLHVAFQGKYVVRFWGTSWQTVPGAPSWLDLPIKVLNADQGTSATVQMLLNDTCPLFVRGLLEAGKSDLEKQEKPVAWLSSVPSSADGHRQLVCHVSGFYPKPVWVMWMRGDQEQQGTHRGDFLPNADETWYLQATLDVEAGEEAGLACRVKHSSLGGQDIILYWDAR.... Result: 0 (no interaction). (2) The miRNA is hsa-miR-2276-5p with sequence GCCCUCUGUCACCUUGCAGACG. The protein sequence of the target gene is MALSWLQRVELALFAAAFLCGAVAAAAMTRTQGSFSGRCPLYGVATLNGSSLALSRPSAPSLCYFVAGASGLLALYCLLLLLFWIYSSCIEDSHRGAIGLRIALAISAIAVFLVLVSACILRFGTRSLCNSIISLNTTISCSEAQKIPWTPPGTALQFYSNLHNAETSSWVNLVLWCVVLVLQVVQWKSEATPYRPLERGDPEWSSETDALVGSRLSHS. Result: 0 (no interaction).